This data is from NCI-60 drug combinations with 297,098 pairs across 59 cell lines. The task is: Regression. Given two drug SMILES strings and cell line genomic features, predict the synergy score measuring deviation from expected non-interaction effect. (1) Drug 1: CCN(CC)CCCC(C)NC1=C2C=C(C=CC2=NC3=C1C=CC(=C3)Cl)OC. Drug 2: B(C(CC(C)C)NC(=O)C(CC1=CC=CC=C1)NC(=O)C2=NC=CN=C2)(O)O. Cell line: MCF7. Synergy scores: CSS=37.1, Synergy_ZIP=-10.8, Synergy_Bliss=-4.62, Synergy_Loewe=-26.5, Synergy_HSA=-1.74. (2) Drug 1: CC1=C(N=C(N=C1N)C(CC(=O)N)NCC(C(=O)N)N)C(=O)NC(C(C2=CN=CN2)OC3C(C(C(C(O3)CO)O)O)OC4C(C(C(C(O4)CO)O)OC(=O)N)O)C(=O)NC(C)C(C(C)C(=O)NC(C(C)O)C(=O)NCCC5=NC(=CS5)C6=NC(=CS6)C(=O)NCCC[S+](C)C)O. Drug 2: CC(C)CN1C=NC2=C1C3=CC=CC=C3N=C2N. Cell line: U251. Synergy scores: CSS=41.6, Synergy_ZIP=-1.93, Synergy_Bliss=-3.78, Synergy_Loewe=-7.50, Synergy_HSA=-2.25.